Dataset: Reaction yield outcomes from USPTO patents with 853,638 reactions. Task: Predict the reaction yield, written as a fraction of the theoretical maximum amount of product (1.0 means a 100% yield; for example, 0.34 means a 34% yield). (1) The catalyst is O.C(OCC)(=O)C. The reactants are C(NC(C)C)(C)C.[CH:8]1([C:11]2[C:20](/[CH:21]=[CH:22]/[C@@H:23]([OH:31])[CH2:24][C@@H:25]([OH:30])[CH2:26][C:27]([OH:29])=[O:28])=[C:19]([C:32]3[CH:37]=[CH:36][C:35]([F:38])=[CH:34][CH:33]=3)[C:18]3[C:13](=[CH:14][CH:15]=[CH:16][CH:17]=3)[N:12]=2)[CH2:10][CH2:9]1.Cl.[OH-].[Na+].O.O.[Cl-].[Ca+2].[Cl-]. The product is [CH:8]1([C:11]2[C:20](/[CH:21]=[CH:22]/[C@@H:23]([OH:31])[CH2:24][C@@H:25]([OH:30])[CH2:26][C:27]([OH:29])=[O:28])=[C:19]([C:32]3[CH:37]=[CH:36][C:35]([F:38])=[CH:34][CH:33]=3)[C:18]3[C:13](=[CH:14][CH:15]=[CH:16][CH:17]=3)[N:12]=2)[CH2:10][CH2:9]1. The yield is 0.900. (2) The reactants are C(OC([N:8]1[CH2:13][CH2:12][CH:11]([N:14]2[C:18]3[CH:19]=[CH:20][CH:21]=[CH:22][C:17]=3[NH:16][C:15]2=[O:23])[CH2:10][CH2:9]1)=O)(C)(C)C.Br[CH2:25][CH2:26][CH2:27][N:28]1[C:32](=[O:33])[C:31]2=[CH:34][CH:35]=[CH:36][CH:37]=[C:30]2[C:29]1=[O:38].C(=O)([O-])[O-].[Cs+].[Cs+]. The catalyst is CN(C=O)C. The product is [NH:8]1[CH2:9][CH2:10][CH:11]([N:14]2[C:18]3[CH:19]=[CH:20][CH:21]=[CH:22][C:17]=3[N:16]([CH2:25][CH2:26][CH2:27][N:28]3[C:32](=[O:33])[C:31]4=[CH:34][CH:35]=[CH:36][CH:37]=[C:30]4[C:29]3=[O:38])[C:15]2=[O:23])[CH2:12][CH2:13]1. The yield is 0.920. (3) The catalyst is O. The reactants are [Cl:1][C:2]1[CH:15]=[C:14](/[CH:16]=[CH:17]/[CH:18]([C:23]2[CH:28]=[C:27]([Cl:29])[C:26]([Cl:30])=[C:25]([Cl:31])[CH:24]=2)[C:19]([F:22])([F:21])[F:20])[CH:13]=[CH:12][C:3]=1[CH2:4][NH:5][C:6](=[O:11])[CH2:7][CH2:8]SC.O[O:33][S:34]([O-:36])=O.[K+].[CH3:38]C(C)=O. The yield is 0.600. The product is [Cl:1][C:2]1[CH:15]=[C:14](/[CH:16]=[CH:17]/[CH:18]([C:23]2[CH:24]=[C:25]([Cl:31])[C:26]([Cl:30])=[C:27]([Cl:29])[CH:28]=2)[C:19]([F:22])([F:21])[F:20])[CH:13]=[CH:12][C:3]=1[CH2:4][NH:5][C:6](=[O:11])[CH2:7][CH2:8][S:34]([CH3:38])(=[O:36])=[O:33]. (4) The reactants are [CH3:1][CH:2]1[CH2:8][N:7]([C:9]([O:11][C:12]([CH3:15])([CH3:14])[CH3:13])=[O:10])[CH2:6][C:5](=C)[CH2:4][O:3]1.C1C[O:20]CC1. No catalyst specified. The product is [CH3:1][CH:2]1[CH2:8][N:7]([C:9]([O:11][C:12]([CH3:15])([CH3:14])[CH3:13])=[O:10])[CH2:6][C:5](=[O:20])[CH2:4][O:3]1. The yield is 0.785. (5) The reactants are [Br:1]N1C(=O)CCC1=O.C(OOC(=O)C1C=CC=CC=1)(=O)C1C=CC=CC=1.[CH3:27][C:28]1[CH:38]=[CH:37][C:31]([C:32]([O:34][CH2:35][CH3:36])=[O:33])=[CH:30][C:29]=1[C:39]([F:42])([F:41])[F:40]. The catalyst is C(Cl)(Cl)(Cl)Cl.ClCCl. The product is [Br:1][CH2:27][C:28]1[CH:38]=[CH:37][C:31]([C:32]([O:34][CH2:35][CH3:36])=[O:33])=[CH:30][C:29]=1[C:39]([F:41])([F:40])[F:42]. The yield is 0.440. (6) The reactants are [CH:1]1([N:4]2[C:9](=[O:10])[C:8]3[C:11](OS(C4C=CC(C)=CC=4)(=O)=O)=[CH:12][C:13](=[O:16])[N:14]([CH3:15])[C:7]=3[N:6]([C:28]3[CH:33]=[CH:32][CH:31]=[C:30]([NH:34][S:35]([CH3:38])(=[O:37])=[O:36])[CH:29]=3)[C:5]2=[O:39])[CH2:3][CH2:2]1.[F:40][C:41]1[CH:47]=[C:46]([Br:48])[CH:45]=[CH:44][C:42]=1[NH2:43]. No catalyst specified. The product is [Br:48][C:46]1[CH:45]=[CH:44][C:42]([NH:43][C:11]2[C:8]3[C:9](=[O:10])[N:4]([CH:1]4[CH2:3][CH2:2]4)[C:5](=[O:39])[N:6]([C:28]4[CH:29]=[C:30]([NH:34][S:35]([CH3:38])(=[O:37])=[O:36])[CH:31]=[CH:32][CH:33]=4)[C:7]=3[N:14]([CH3:15])[C:13](=[O:16])[CH:12]=2)=[C:41]([F:40])[CH:47]=1. The yield is 0.830. (7) The reactants are Cl.[CH:2]([O:5][C:6](=[O:10])[C@@H:7]([CH3:9])[NH2:8])([CH3:4])[CH3:3].CCN(CC)CC.[P:18](Cl)(Cl)([O:20][C:21]1[CH:26]=[CH:25][CH:24]=[CH:23][CH:22]=1)=[O:19].[F:29][C:30]1[C:35]([F:36])=[C:34]([F:37])[C:33]([F:38])=[C:32]([F:39])[C:31]=1[OH:40]. The catalyst is ClCCl. The product is [F:29][C:30]1[C:35]([F:36])=[C:34]([F:37])[C:33]([F:38])=[C:32]([F:39])[C:31]=1[O:40][P:18]([NH:8][C@H:7]([CH3:9])[C:6]([O:5][CH:2]([CH3:4])[CH3:3])=[O:10])([O:20][C:21]1[CH:26]=[CH:25][CH:24]=[CH:23][CH:22]=1)=[O:19]. The yield is 0.110.